From a dataset of Forward reaction prediction with 1.9M reactions from USPTO patents (1976-2016). Predict the product of the given reaction. (1) Given the reactants [CH3:1][O:2][C:3]1[CH:8]=[CH:7][C:6]([C:9]([CH:11]2[CH2:14][N:13]([C:15]3[N:16]4[C:20]([N:21]=[C:22]5[CH2:28][CH2:27][NH:26][CH2:25][CH2:24][C:23]=35)=[CH:19][CH:18]=[N:17]4)[CH2:12]2)=[O:10])=[CH:5][CH:4]=1.[BH4-].[Na+], predict the reaction product. The product is: [CH3:1][O:2][C:3]1[CH:4]=[CH:5][C:6]([CH:9]([CH:11]2[CH2:12][N:13]([C:15]3[N:16]4[C:20]([N:21]=[C:22]5[CH2:28][CH2:27][NH:26][CH2:25][CH2:24][C:23]=35)=[CH:19][CH:18]=[N:17]4)[CH2:14]2)[OH:10])=[CH:7][CH:8]=1. (2) The product is: [C:1]([O:5][CH2:6][CH2:7][C:8]1[CH:9]=[CH:10][C:11]([N:14]2[C:18]3[CH:19]=[CH:20][C:21]([NH2:23])=[CH:22][C:17]=3[N:16]=[C:15]2[CH2:26][CH3:27])=[CH:12][CH:13]=1)(=[O:4])[CH2:2][CH3:3]. Given the reactants [C:1]([O:5][CH2:6][CH2:7][C:8]1[CH:13]=[CH:12][C:11]([N:14]2[C:18]3[CH:19]=[CH:20][C:21]([N+:23]([O-])=O)=[CH:22][C:17]=3[N:16]=[C:15]2[CH2:26][CH3:27])=[CH:10][CH:9]=1)(=[O:4])[CH2:2][CH3:3].[Cl-].[NH4+], predict the reaction product. (3) Given the reactants Br[C:2]1[C:14]([O:15][CH3:16])=[CH:13][C:12]2[C:11]3[C:6](=[CH:7][C:8](Br)=[CH:9][CH:10]=3)[C:5]([CH2:21][CH2:22][CH3:23])([CH2:18][CH2:19][CH3:20])[C:4]=2[CH:3]=1.[Cu][C:25]#[N:26].[C-:27]#[N:28].[K+], predict the reaction product. The product is: [C:27]([C:2]1[C:14]([O:15][CH3:16])=[CH:13][C:12]2[C:11]3[C:6](=[CH:7][C:8]([C:25]#[N:26])=[CH:9][CH:10]=3)[C:5]([CH2:21][CH2:22][CH3:23])([CH2:18][CH2:19][CH3:20])[C:4]=2[CH:3]=1)#[N:28]. (4) The product is: [OH:8][NH:9][C:10](=[O:19])[CH2:11][CH2:12][C:13]1[CH:18]=[CH:17][CH:16]=[CH:15][CH:14]=1. Given the reactants C(OC([O:8][NH:9][C:10](=[O:19])[CH2:11][CH2:12][C:13]1[CH:18]=[CH:17][CH:16]=[CH:15][CH:14]=1)C)C(C)C.CO.Cl, predict the reaction product. (5) Given the reactants [CH2:1]([C:8]1([N:19]([CH3:21])[CH3:20])[CH2:18][CH2:17][C:11]2([CH2:15][CH2:14][NH:13][C:12]2=O)[CH2:10][CH2:9]1)[C:2]1[CH:7]=[CH:6][CH:5]=[CH:4][CH:3]=1.[H-].[Al+3].[Li+].[H-].[H-].[H-].O.[OH-].[Na+], predict the reaction product. The product is: [CH2:1]([C:8]1([N:19]([CH3:20])[CH3:21])[CH2:18][CH2:17][C:11]2([CH2:15][CH2:14][NH:13][CH2:12]2)[CH2:10][CH2:9]1)[C:2]1[CH:3]=[CH:4][CH:5]=[CH:6][CH:7]=1. (6) Given the reactants [CH3:1][C:2]([C:4]([O:6][CH2:7][CH2:8][N:9](C)[CH3:10])=[O:5])=[CH2:3].[Br:12][CH2:13][CH2:14][CH2:15][CH2:16][CH2:17][CH2:18][CH2:19][CH2:20][CH2:21][CH2:22][CH2:23][CH2:24][CH2:25][CH2:26][CH2:27][CH3:28], predict the reaction product. The product is: [Br-:12].[CH2:7]([O:6][C:4](=[O:5])[C:2]([CH3:3])=[CH2:1])[CH3:8].[CH3:8][NH+:9]([CH3:10])[CH2:13][CH2:14][CH2:15][CH2:16][CH2:17][CH2:18][CH2:19][CH2:20][CH2:21][CH2:22][CH2:23][CH2:24][CH2:25][CH2:26][CH2:27][CH3:28].